The task is: Predict the reactants needed to synthesize the given product.. This data is from Full USPTO retrosynthesis dataset with 1.9M reactions from patents (1976-2016). (1) Given the product [Si:12]([O:19][C@H:20]1[CH2:29][C:28]([CH3:30])([CH3:31])[CH2:27][C:26]2[N:25]=[C:24]([CH:32]([CH3:33])[CH3:34])[C:23]([C@H:35]([C:2]3[CH:3]=[N:4][C:5]([C:8]([CH3:11])([CH3:10])[CH3:9])=[N:6][CH:7]=3)[OH:36])=[C:22]([I:37])[C:21]1=2)([C:15]([CH3:16])([CH3:17])[CH3:18])([CH3:14])[CH3:13], predict the reactants needed to synthesize it. The reactants are: Br[C:2]1[CH:3]=[N:4][C:5]([C:8]([CH3:11])([CH3:10])[CH3:9])=[N:6][CH:7]=1.[Si:12]([O:19][C@H:20]1[CH2:29][C:28]([CH3:31])([CH3:30])[CH2:27][C:26]2[N:25]=[C:24]([CH:32]([CH3:34])[CH3:33])[C:23]([CH:35]=[O:36])=[C:22]([I:37])[C:21]1=2)([C:15]([CH3:18])([CH3:17])[CH3:16])([CH3:14])[CH3:13]. (2) Given the product [F:7][C:8]1[CH:13]=[C:12]([CH:14]2[CH:15]([N+:16]([O-:18])=[O:17])[CH2:6][CH:5]=[C:3]([O:2][CH3:1])[CH2:4]2)[C:11]([F:19])=[CH:10][C:9]=1[F:20], predict the reactants needed to synthesize it. The reactants are: [CH3:1][O:2][C:3]([CH:5]=[CH2:6])=[CH2:4].[F:7][C:8]1[CH:13]=[C:12](/[CH:14]=[CH:15]/[N+:16]([O-:18])=[O:17])[C:11]([F:19])=[CH:10][C:9]=1[F:20]. (3) Given the product [OH:8][C@@H:9]1[C@@:34]2([CH3:35])[C:13](=[CH:14][CH:15]=[C:16]3[C@@H:33]2[CH2:32][CH2:31][C@@:30]2([CH3:36])[C@H:17]3[CH2:18][CH:19]=[C:20]2[C@@H:21]([S:23][CH2:24][CH2:25][C:26]([OH:29])([CH3:27])[CH3:28])[CH3:22])[CH2:12][C@@H:11]([OH:37])[CH2:10]1, predict the reactants needed to synthesize it. The reactants are: [Si]([O:8][C@@H:9]1[C@@:34]2([CH3:35])[C:13](=[CH:14][CH:15]=[C:16]3[C@@H:33]2[CH2:32][CH2:31][C@@:30]2([CH3:36])[C@H:17]3[CH2:18][CH:19]=[C:20]2[C@@H:21]([S:23][CH2:24][CH2:25][C:26]([OH:29])([CH3:28])[CH3:27])[CH3:22])[CH2:12][C@@H:11]([OH:37])[CH2:10]1)(C(C)(C)C)(C)C.[F-].C([N+](CCCC)(CCCC)CCCC)CCC. (4) Given the product [CH2:9]([N:1]1[CH2:6][CH2:5][CH2:4][CH2:3][CH:2]1[CH2:7][OH:8])[C:10]1[CH:15]=[CH:14][CH:13]=[CH:12][CH:11]=1, predict the reactants needed to synthesize it. The reactants are: [NH:1]1[CH2:6][CH2:5][CH2:4][CH2:3][CH:2]1[CH2:7][OH:8].[CH:9](=O)[C:10]1[CH:15]=[CH:14][CH:13]=[CH:12][CH:11]=1.[BH3-]C#N.[Na+]. (5) Given the product [Br:24][C:6]1[CH:7]=[C:2]([F:1])[CH:3]=[C:4]([N+:9]([O-:11])=[O:10])[C:5]=1[CH3:8], predict the reactants needed to synthesize it. The reactants are: [F:1][C:2]1[CH:7]=[CH:6][C:5]([CH3:8])=[C:4]([N+:9]([O-:11])=[O:10])[CH:3]=1.S(=O)(=O)(O)O.C1C(=O)N([Br:24])C(=O)C1.O. (6) Given the product [CH2:1]([N:3]1[CH2:7][CH2:6][C@H:5]([C:8]([C:12]2[CH:17]=[CH:16][CH:15]=[CH:14][CH:13]=2)([C:18]2[CH:23]=[CH:22][CH:21]=[CH:20][CH:19]=2)[C:9]([OH:26])=[O:10])[CH2:4]1)[CH3:2], predict the reactants needed to synthesize it. The reactants are: [CH2:1]([N:3]1[CH2:7][CH2:6][C@H:5]([C:8]([C:18]2[CH:23]=[CH:22][CH:21]=[CH:20][CH:19]=2)([C:12]2[CH:17]=[CH:16][CH:15]=[CH:14][CH:13]=2)[C:9](N)=[O:10])[CH2:4]1)[CH3:2].[OH-].[Na+].[OH:26]S([O-])(=O)=O.[K+].